From a dataset of Forward reaction prediction with 1.9M reactions from USPTO patents (1976-2016). Predict the product of the given reaction. (1) Given the reactants [OH:1][C:2]1[CH:3]=[C:4]([CH:7]=[C:8]([OH:10])[CH:9]=1)[CH2:5]Br.[P:11]([O:16]C)([O:14][CH3:15])[O:12][CH3:13], predict the reaction product. The product is: [CH3:13][O:12][P:11]([CH2:5][C:4]1[CH:3]=[C:2]([OH:1])[CH:9]=[C:8]([OH:10])[CH:7]=1)(=[O:16])[O:14][CH3:15]. (2) Given the reactants [CH:1]1([C:4]2[O:8][C:7](=[O:9])[NH:6][C:5]=2[C:10]([O:12][CH3:13])=[O:11])[CH2:3][CH2:2]1.[H-].[Na+].CS(O[CH2:21][CH2:22][C:23]1[C:28]([Cl:29])=[CH:27][CH:26]=[CH:25][C:24]=1[Cl:30])(=O)=O, predict the reaction product. The product is: [CH:1]1([C:4]2[O:8][C:7](=[O:9])[N:6]([CH2:21][CH2:22][C:23]3[C:28]([Cl:29])=[CH:27][CH:26]=[CH:25][C:24]=3[Cl:30])[C:5]=2[C:10]([O:12][CH3:13])=[O:11])[CH2:2][CH2:3]1. (3) Given the reactants [O:1]=[C:2]1[CH2:7][CH2:6][CH2:5][NH:4][CH2:3]1.[CH:8]([O:10][CH2:11][C:12]1[CH:17]=[CH:16][CH:15]=[CH:14][CH:13]=1)=[O:9].Br[C:19]1[CH:24]=[CH:23][C:22]([Br:25])=[CH:21][N:20]=1.C(=O)([O-])[O-].[Cs+].[Cs+].BrC1C=CC(N2CCOCC2=O)=NC=1, predict the reaction product. The product is: [Br:25][C:22]1[CH:23]=[CH:24][C:19]([CH:7]2[CH2:6][CH2:5][N:4]([C:8]([O:10][CH2:11][C:12]3[CH:17]=[CH:16][CH:15]=[CH:14][CH:13]=3)=[O:9])[CH2:3][C:2]2=[O:1])=[N:20][CH:21]=1.